This data is from TCR-epitope binding with 47,182 pairs between 192 epitopes and 23,139 TCRs. The task is: Binary Classification. Given a T-cell receptor sequence (or CDR3 region) and an epitope sequence, predict whether binding occurs between them. (1) The epitope is NLSALGIFST. The TCR CDR3 sequence is CASSLIGGDYEQYF. Result: 0 (the TCR does not bind to the epitope). (2) The epitope is VTEHDTLLY. The TCR CDR3 sequence is CASAPGLMSYEQYF. Result: 0 (the TCR does not bind to the epitope). (3) The epitope is GTSGSPIVNR. The TCR CDR3 sequence is CASSPIGRSEAFF. Result: 0 (the TCR does not bind to the epitope). (4) The epitope is VTEHDTLLY. The TCR CDR3 sequence is CASSQMEQLEQYF. Result: 1 (the TCR binds to the epitope). (5) The epitope is HTTDPSFLGRY. The TCR CDR3 sequence is CASSQEPAQSSYEQYF. Result: 0 (the TCR does not bind to the epitope).